This data is from Catalyst prediction with 721,799 reactions and 888 catalyst types from USPTO. The task is: Predict which catalyst facilitates the given reaction. Reactant: [C:1]([NH:7][C:8]1[CH:13]=[CH:12][CH:11]=[C:10]([O:14][CH3:15])[CH:9]=1)(=O)[C:2]([CH3:5])([CH3:4])C.C([Li])(CC)C.C1CCCCC1.CN(C)C=O.C(=O)CC.C[Si](C)(C)[N-][Si](C)(C)C.[K+].C1(C)C=CC=CC=1. Product: [CH3:15][O:14][C:10]1[CH:11]=[CH:12][CH:13]=[C:8]2[C:9]=1[CH:5]=[C:2]([CH3:4])[CH:1]=[N:7]2. The catalyst class is: 7.